Dataset: Forward reaction prediction with 1.9M reactions from USPTO patents (1976-2016). Task: Predict the product of the given reaction. (1) Given the reactants Br[C:2]1[CH:13]=[CH:12][C:5]2[O:6][CH:7]([C:9](=[O:11])[CH3:10])[O:8][C:4]=2[CH:3]=1.[CH:14]#[C:15][CH2:16][CH2:17][CH3:18].C(N(CC)CC)C.CCCCCCC, predict the reaction product. The product is: [C:14]([C:2]1[CH:13]=[CH:12][C:5]2[O:6][CH:7]([C:9](=[O:11])[CH3:10])[O:8][C:4]=2[CH:3]=1)#[C:15][CH2:16][CH2:17][CH3:18]. (2) Given the reactants C(=O)([O-])[O-].[K+].[K+].[N:7]1[CH:12]=[CH:11][CH:10]=[C:9]([OH:13])[CH:8]=1.C([O:16][CH:17](O)[C:18]([F:21])([F:20])[F:19])C.O, predict the reaction product. The product is: [F:19][C:18]([F:21])([F:20])[CH:17]([C:12]1[N:7]=[CH:8][C:9]([OH:13])=[CH:10][CH:11]=1)[OH:16]. (3) Given the reactants [CH:1]1([C@:4]2([OH:12])[CH2:8][CH2:7][NH:6][C@H:5]2[CH:9]([CH3:11])C)[CH2:3]C1.[Cl:13][C:14]1[C:21]([CH3:22])=[C:20](F)[CH:19]=[CH:18][C:15]=1[C:16]#[N:17].C(=O)([O-])[O-].[Li+].[Li+], predict the reaction product. The product is: [Cl:13][C:14]1[C:21]([CH3:22])=[C:20]([N:6]2[CH2:7][CH2:8][C@:4]([CH2:1][CH3:3])([OH:12])[C@@H:5]2[CH2:9][CH3:11])[CH:19]=[CH:18][C:15]=1[C:16]#[N:17]. (4) Given the reactants [O:1]=[C:2]1[O:6][C@H:5]([C:7]([OH:9])=O)[CH2:4][CH2:3]1.N1(OC(N(C)C)=[N+](C)C)C2C=CC=CC=2N=N1.F[B-](F)(F)F.[Cl:32][C:33]1[CH:34]=[C:35]([NH:40][C:41]2[C:50]3[C:45](=[CH:46][C:47]([O:58][CH2:59][CH2:60][N:61]4[CH2:66][CH2:65][NH:64][CH2:63][CH2:62]4)=[C:48]([O:51][CH2:52][CH:53]4[CH2:57][CH2:56][CH2:55][CH2:54]4)[CH:49]=3)[N:44]=[CH:43][N:42]=2)[CH:36]=[CH:37][C:38]=1[F:39].C(N(CC)CC)C, predict the reaction product. The product is: [Cl:32][C:33]1[CH:34]=[C:35]([NH:40][C:41]2[C:50]3[C:45](=[CH:46][C:47]([O:58][CH2:59][CH2:60][N:61]4[CH2:62][CH2:63][N:64]([C:7]([C@H:5]5[O:6][C:2](=[O:1])[CH2:3][CH2:4]5)=[O:9])[CH2:65][CH2:66]4)=[C:48]([O:51][CH2:52][CH:53]4[CH2:54][CH2:55][CH2:56][CH2:57]4)[CH:49]=3)[N:44]=[CH:43][N:42]=2)[CH:36]=[CH:37][C:38]=1[F:39]. (5) The product is: [F:1][C:2]1[CH:3]=[C:4]([CH:6]=[CH:7][C:8]=1[I:9])[CH:20]=[N:21][OH:22]. Given the reactants [F:1][C:2]1[CH:3]=[C:4]([CH:6]=[CH:7][C:8]=1[I:9])N.Cl.N([O-])=O.[Na+].C([O-])(=O)C.[Na+].[CH2:20]=[N:21][OH:22].S([O-])([O-])=O.[Na+].[Na+], predict the reaction product. (6) Given the reactants I[C:2]1[CH:7]=[CH:6][N:5]=[C:4]([C:8]([F:11])([F:10])[F:9])[CH:3]=1.C([O:15][B:16](OC(C)C)[O:17]C(C)C)(C)C.C([Li])CCC.CCCCCC, predict the reaction product. The product is: [F:9][C:8]([F:11])([F:10])[C:4]1[CH:3]=[C:2]([B:16]([OH:17])[OH:15])[CH:7]=[CH:6][N:5]=1. (7) Given the reactants [C:1]1([S:7]([N:10]2[C:14]3=[N:15][CH:16]=[C:17]([CH:19]4[CH2:23][O:22][C:21]([CH3:25])([CH3:24])[O:20]4)[CH:18]=[C:13]3[CH:12]=[C:11]2[C:26](OS(C2C=CC(C)=CC=2)(=O)=O)=[CH:27][CH:28]2[CH2:32][CH2:31][CH2:30][CH2:29]2)(=[O:9])=[O:8])[CH:6]=[CH:5][CH:4]=[CH:3][CH:2]=1.[CH3:44][S:45]([C:48]1[CH:53]=[CH:52][C:51](B(O)O)=[CH:50][CH:49]=1)(=[O:47])=[O:46].C(=O)([O-])[O-].[Na+].[Na+], predict the reaction product. The product is: [C:1]1([S:7]([N:10]2[C:14]3=[N:15][CH:16]=[C:17]([CH:19]4[CH2:23][O:22][C:21]([CH3:25])([CH3:24])[O:20]4)[CH:18]=[C:13]3[CH:12]=[C:11]2[C:26]([C:51]2[CH:52]=[CH:53][C:48]([S:45]([CH3:44])(=[O:47])=[O:46])=[CH:49][CH:50]=2)=[CH:27][CH:28]2[CH2:32][CH2:31][CH2:30][CH2:29]2)(=[O:9])=[O:8])[CH:6]=[CH:5][CH:4]=[CH:3][CH:2]=1.